From a dataset of NCI-60 drug combinations with 297,098 pairs across 59 cell lines. Regression. Given two drug SMILES strings and cell line genomic features, predict the synergy score measuring deviation from expected non-interaction effect. (1) Drug 1: CS(=O)(=O)OCCCCOS(=O)(=O)C. Drug 2: CC(C)CN1C=NC2=C1C3=CC=CC=C3N=C2N. Cell line: MCF7. Synergy scores: CSS=5.50, Synergy_ZIP=0.0872, Synergy_Bliss=1.75, Synergy_Loewe=-0.171, Synergy_HSA=-1.14. (2) Synergy scores: CSS=65.6, Synergy_ZIP=0.698, Synergy_Bliss=1.37, Synergy_Loewe=-6.53, Synergy_HSA=4.62. Cell line: ACHN. Drug 1: C1=CN(C(=O)N=C1N)C2C(C(C(O2)CO)O)O.Cl. Drug 2: N.N.Cl[Pt+2]Cl. (3) Drug 1: CC1=CC=C(C=C1)C2=CC(=NN2C3=CC=C(C=C3)S(=O)(=O)N)C(F)(F)F. Drug 2: B(C(CC(C)C)NC(=O)C(CC1=CC=CC=C1)NC(=O)C2=NC=CN=C2)(O)O. Cell line: OVCAR-8. Synergy scores: CSS=49.0, Synergy_ZIP=0.315, Synergy_Bliss=-0.245, Synergy_Loewe=-34.6, Synergy_HSA=-1.30. (4) Drug 1: C1CCC(C1)C(CC#N)N2C=C(C=N2)C3=C4C=CNC4=NC=N3. Drug 2: CC1CCCC2(C(O2)CC(NC(=O)CC(C(C(=O)C(C1O)C)(C)C)O)C(=CC3=CSC(=N3)C)C)C. Cell line: HL-60(TB). Synergy scores: CSS=-12.7, Synergy_ZIP=6.97, Synergy_Bliss=0.400, Synergy_Loewe=-14.3, Synergy_HSA=-11.7.